Dataset: Reaction yield outcomes from USPTO patents with 853,638 reactions. Task: Predict the reaction yield, written as a fraction of the theoretical maximum amount of product (1.0 means a 100% yield; for example, 0.34 means a 34% yield). The reactants are [Br:1][C:2]1[CH:14]=[CH:13][C:12]2[C:11]3[C:6](=[CH:7][C:8]([Br:15])=[CH:9][CH:10]=3)[C:5](=[O:16])[C:4]=2[CH:3]=1. The catalyst is C(OCC)C. The product is [C:11]1([C:12]2[CH:4]=[CH:3][CH:2]=[CH:14][CH:13]=2)[CH:6]=[CH:7][CH:8]=[CH:9][C:10]=1[C:5]1([OH:16])[C:4]2[CH:3]=[C:2]([Br:1])[CH:14]=[CH:13][C:12]=2[C:11]2[C:6]1=[CH:7][C:8]([Br:15])=[CH:9][CH:10]=2. The yield is 0.900.